Dataset: Reaction yield outcomes from USPTO patents with 853,638 reactions. Task: Predict the reaction yield, written as a fraction of the theoretical maximum amount of product (1.0 means a 100% yield; for example, 0.34 means a 34% yield). (1) The reactants are CS(O[CH2:6][CH2:7][C:8]1([C:29]2[CH:34]=[CH:33][CH:32]=[CH:31][CH:30]=2)[O:13][C:12](=[O:14])[N:11]([C:15]2[CH:16]=[C:17]([C:21]3[CH:26]=[CH:25][C:24]([F:27])=[CH:23][C:22]=3[F:28])[CH:18]=[CH:19][CH:20]=2)[CH2:10][CH2:9]1)(=O)=O.[N-:35]=[N+:36]=[N-:37].[Na+]. The catalyst is CN(C=O)C.CCOC(C)=O.O. The product is [N:35]([CH2:6][CH2:7][C:8]1([C:29]2[CH:34]=[CH:33][CH:32]=[CH:31][CH:30]=2)[O:13][C:12](=[O:14])[N:11]([C:15]2[CH:16]=[C:17]([C:21]3[CH:26]=[CH:25][C:24]([F:27])=[CH:23][C:22]=3[F:28])[CH:18]=[CH:19][CH:20]=2)[CH2:10][CH2:9]1)=[N+:36]=[N-:37]. The yield is 0.490. (2) The reactants are [CH3:1][CH:2]([CH2:6][CH2:7][CH2:8][CH:9]([CH3:11])[CH3:10])[CH2:3][CH2:4]O.S(=O)(=O)(O)O.[BrH:17]. No catalyst specified. The product is [Br:17][CH2:4][CH2:3][CH:2]([CH3:1])[CH2:6][CH2:7][CH2:8][CH:9]([CH3:11])[CH3:10]. The yield is 0.951. (3) The reactants are [Li+].C[Si]([N-][Si](C)(C)C)(C)C.[CH3:11][O:12][C:13]([C@@:15]1([CH2:29][CH:30]([CH3:32])[CH3:31])[CH2:19][C:18](=[O:20])[N:17]([C:21]2[C:26]([CH3:27])=[CH:25][CH:24]=[CH:23][C:22]=2[CH3:28])[CH2:16]1)=[O:14].I[CH3:34].[NH4+].[Cl-]. The catalyst is C1COCC1. The product is [CH3:11][O:12][C:13]([C@@:15]1([CH2:29][CH:30]([CH3:32])[CH3:31])[CH:19]([CH3:34])[C:18](=[O:20])[N:17]([C:21]2[C:26]([CH3:27])=[CH:25][CH:24]=[CH:23][C:22]=2[CH3:28])[CH2:16]1)=[O:14]. The yield is 0.280.